This data is from Reaction yield outcomes from USPTO patents with 853,638 reactions. The task is: Predict the reaction yield, written as a fraction of the theoretical maximum amount of product (1.0 means a 100% yield; for example, 0.34 means a 34% yield). The reactants are Cl[CH2:2][CH2:3][O:4][C:5]1[C:17]2[C:16]3[C:11]4=[C:12]([O:18][CH2:19][CH:20]([C:21]5[CH:26]=[CH:25][CH:24]=[CH:23][CH:22]=5)[N:10]4[C:9]=2[CH:8]=[CH:7][CH:6]=1)[CH:13]=[CH:14][CH:15]=3.[I-].[Na+].C(=O)([O-])[O-].[K+].[K+].[CH2:35]([CH2:37][NH2:38])[OH:36]. The catalyst is CN(C=O)C. The product is [C:21]1([CH:20]2[N:10]3[C:11]4[C:16]([C:17]5[C:5]([O:4][CH2:3][CH2:2][NH:38][CH2:37][CH2:35][OH:36])=[CH:6][CH:7]=[CH:8][C:9]=53)=[CH:15][CH:14]=[CH:13][C:12]=4[O:18][CH2:19]2)[CH:26]=[CH:25][CH:24]=[CH:23][CH:22]=1. The yield is 0.420.